This data is from Forward reaction prediction with 1.9M reactions from USPTO patents (1976-2016). The task is: Predict the product of the given reaction. (1) Given the reactants Cl[C:2]1[C:11]2[C:6](=[CH:7][C:8]([O:14][CH2:15][CH:16]3[CH2:21][CH2:20][N:19]([CH3:22])[CH2:18][CH2:17]3)=[C:9]([O:12][CH3:13])[CH:10]=2)[N:5]=[CH:4][N:3]=1.[F:23][C:24]1[C:32]([OH:33])=[CH:31][CH:30]=[C:29]2[C:25]=1[CH:26]=[CH:27][NH:28]2.C(=O)([O-])[O-].[K+].[K+], predict the reaction product. The product is: [F:23][C:24]1[C:32]([O:33][C:2]2[C:11]3[C:6](=[CH:7][C:8]([O:14][CH2:15][CH:16]4[CH2:21][CH2:20][N:19]([CH3:22])[CH2:18][CH2:17]4)=[C:9]([O:12][CH3:13])[CH:10]=3)[N:5]=[CH:4][N:3]=2)=[CH:31][CH:30]=[C:29]2[C:25]=1[CH:26]=[CH:27][NH:28]2. (2) Given the reactants [F:1][C:2]1[C:10]([O:11][C:12]2[C:21]3[C:16](=[CH:17][C:18]([O:30][CH3:31])=[C:19]([O:22][CH2:23][CH:24]4[CH2:29][CH2:28][NH:27][CH2:26][CH2:25]4)[CH:20]=3)[N:15]=[CH:14][N:13]=2)=[CH:9][CH:8]=[C:7]2[C:3]=1[CH:4]=[CH:5][NH:6]2.C(N(C(C)C)CC)(C)C.[C:41](Cl)(=[O:43])[CH3:42], predict the reaction product. The product is: [C:41]([N:27]1[CH2:28][CH2:29][CH:24]([CH2:23][O:22][C:19]2[CH:20]=[C:21]3[C:16](=[CH:17][C:18]=2[O:30][CH3:31])[N:15]=[CH:14][N:13]=[C:12]3[O:11][C:10]2[C:2]([F:1])=[C:3]3[C:7](=[CH:8][CH:9]=2)[NH:6][CH:5]=[CH:4]3)[CH2:25][CH2:26]1)(=[O:43])[CH3:42]. (3) Given the reactants C([O:3][C:4](=[O:18])[CH:5]([CH2:8][C:9]1[CH:14]=[CH:13][C:12]([OH:15])=[CH:11][C:10]=1[O:16][CH3:17])CC)C.O[CH2:20][CH2:21][CH2:22][O:23][C:24]1[CH:29]=[CH:28][C:27]([C:30]([C:32]2[CH:37]=[CH:36][CH:35]=[CH:34][CH:33]=2)=[O:31])=[CH:26][CH:25]=1.C[CH:39]([O:41]C(/N=N/C(OC(C)C)=O)=O)C.C1(C)C=CC=CC=1.[OH-].[Na+], predict the reaction product. The product is: [C:30]([C:27]1[CH:28]=[CH:29][C:24]([O:23][CH2:22][CH2:21][CH2:20][O:15][C:12]2[CH:13]=[CH:14][C:9]([CH2:8][CH:5]([O:41][CH3:39])[C:4]([OH:3])=[O:18])=[C:10]([O:16][CH3:17])[CH:11]=2)=[CH:25][CH:26]=1)(=[O:31])[C:32]1[CH:37]=[CH:36][CH:35]=[CH:34][CH:33]=1. (4) Given the reactants [CH3:1][N:2]1[CH2:6][CH2:5][CH:4]([C:7]2[CH:8]=[C:9]3[C:13](=[CH:14][CH:15]=2)[NH:12][C:11]([C:16]([OH:18])=O)=[CH:10]3)[CH2:3]1.[F:19][C:20]1[CH:21]=[C:22]([CH:24]=[CH:25][CH:26]=1)[NH2:23].C(N(CC)C(C)C)(C)C.CCCP1(OP(CCC)(=O)OP(CCC)(=O)O1)=O, predict the reaction product. The product is: [F:19][C:20]1[CH:21]=[C:22]([NH:23][C:16]([C:11]2[NH:12][C:13]3[C:9]([CH:10]=2)=[CH:8][C:7]([CH:4]2[CH2:5][CH2:6][N:2]([CH3:1])[CH2:3]2)=[CH:15][CH:14]=3)=[O:18])[CH:24]=[CH:25][CH:26]=1.